Dataset: Peptide-MHC class II binding affinity with 134,281 pairs from IEDB. Task: Regression. Given a peptide amino acid sequence and an MHC pseudo amino acid sequence, predict their binding affinity value. This is MHC class II binding data. The peptide sequence is EKKYFAATQGEPLAA. The MHC is HLA-DPA10201-DPB11401 with pseudo-sequence HLA-DPA10201-DPB11401. The binding affinity (normalized) is 0.789.